Task: Predict the reaction yield, written as a fraction of the theoretical maximum amount of product (1.0 means a 100% yield; for example, 0.34 means a 34% yield).. Dataset: Reaction yield outcomes from USPTO patents with 853,638 reactions (1) The reactants are [C:1]1([C:7]2[CH:11]=[C:10]([CH2:12][O:13][C:14]3[C:23]4[C:18](=[CH:19][CH:20]=[CH:21][CH:22]=4)[N:17]=[CH:16][N:15]=3)[O:9][N:8]=2)[CH:6]=[CH:5][CH:4]=[CH:3][CH:2]=1.ClCCl.[C:27]([OH:30])(=[O:29])[CH3:28]. No catalyst specified. The product is [C:27]([OH:30])(=[O:29])[CH3:28].[C:1]1([C:7]2[CH:11]=[C:10]([CH2:12][O:13][C:14]3[C:23]4[C:18](=[CH:19][CH:20]=[CH:21][CH:22]=4)[N:17]=[CH:16][N:15]=3)[O:9][N:8]=2)[CH:2]=[CH:3][CH:4]=[CH:5][CH:6]=1. The yield is 0.580. (2) The reactants are [CH:1]1[CH:6]=[CH:5][C:4]([C@H:7]([NH2:11])[C:8]([NH2:10])=[O:9])=[CH:3][CH:2]=1.[CH2:12]1[CH2:18][S:15](=[O:17])(=[O:16])[O:14][CH2:13]1. The catalyst is O1CCCC1.O1CCOCC1. The product is [NH2:10][C:8](=[O:9])[C@@H:7]([NH:11][CH2:13][CH2:12][CH2:18][S:15]([OH:17])(=[O:16])=[O:14])[C:4]1[CH:3]=[CH:2][CH:1]=[CH:6][CH:5]=1. The yield is 0.500. (3) The reactants are [OH:1][C:2]1[CH:29]=[CH:28][C:5]([C:6]([NH:8][C:9]2[S:13][C:12]([NH:14][C:15]3[CH:24]=[CH:23][C:22]4[C:17](=[CH:18][CH:19]=[CH:20][CH:21]=4)[CH:16]=3)=[N:11][C:10]=2[C:25]([NH2:27])=[O:26])=[O:7])=[CH:4][CH:3]=1.[C:30]([O-:33])([O-])=O.[K+].[K+].[CH3:36]N(C=O)C. The catalyst is O. The product is [OH:33][CH2:30][CH2:36][O:1][C:2]1[CH:29]=[CH:28][C:5]([C:6]([NH:8][C:9]2[S:13][C:12]([NH:14][C:15]3[CH:24]=[CH:23][C:22]4[C:17](=[CH:18][CH:19]=[CH:20][CH:21]=4)[CH:16]=3)=[N:11][C:10]=2[C:25]([NH2:27])=[O:26])=[O:7])=[CH:4][CH:3]=1. The yield is 0.180. (4) The reactants are Cl[C:2]1[C:3]([C:9]2[CH:14]=[CH:13][C:12]([Cl:15])=[CH:11][CH:10]=2)=[CH:4][C:5]([F:8])=[N:6][CH:7]=1.[Cl:16][C:17]1[CH:22]=[CH:21][CH:20]=[CH:19][C:18]=1B(O)O.ClC1C=CC=CC=1C1C(C2C=CC(Cl)=CC=2)=CC2N(C(=O)N(CC3C=NC(C(F)(F)F)=CC=3)N=2)C=1C. No catalyst specified. The product is [Cl:16][C:17]1[CH:22]=[CH:21][CH:20]=[CH:19][C:18]=1[C:2]1[C:3]([C:9]2[CH:14]=[CH:13][C:12]([Cl:15])=[CH:11][CH:10]=2)=[CH:4][C:5]([F:8])=[N:6][CH:7]=1. The yield is 0.350. (5) The reactants are [CH:1]([C@@H:3]1[CH2:7][CH2:6][CH2:5][N:4]1[C:8]([C@@H:10]([CH2:19][CH:20]=[CH2:21])[CH2:11][C:12]([O:14][C:15]([CH3:18])([CH3:17])[CH3:16])=[O:13])=[O:9])=[O:2].[CH3:22][Mg]Br. The catalyst is C(OCC)C.C(OCC)(=O)C. The product is [OH:2][C@H:1]([C@@H:3]1[CH2:7][CH2:6][CH2:5][N:4]1[C:8]([C@@H:10]([CH2:19][CH:20]=[CH2:21])[CH2:11][C:12]([O:14][C:15]([CH3:16])([CH3:17])[CH3:18])=[O:13])=[O:9])[CH3:22]. The yield is 0.550. (6) The reactants are [F:1][C:2]1[C:3]([C:32]([F:35])([F:34])[F:33])=[C:4]([CH:8]2[CH2:13][CH2:12][N:11]([C:14]([C:16]3[C:24]4[CH2:23][CH2:22][N:21](C(OC(C)(C)C)=O)[CH2:20][C:19]=4[NH:18][N:17]=3)=[O:15])[CH2:10][CH2:9]2)[CH:5]=[CH:6][CH:7]=1.[ClH:36]. The product is [ClH:36].[F:1][C:2]1[C:3]([C:32]([F:35])([F:33])[F:34])=[C:4]([CH:8]2[CH2:9][CH2:10][N:11]([C:14]([C:16]3[C:24]4[CH2:23][CH2:22][NH:21][CH2:20][C:19]=4[NH:18][N:17]=3)=[O:15])[CH2:12][CH2:13]2)[CH:5]=[CH:6][CH:7]=1. The catalyst is C(Cl)Cl.CCOCC. The yield is 0.470.